From a dataset of Full USPTO retrosynthesis dataset with 1.9M reactions from patents (1976-2016). Predict the reactants needed to synthesize the given product. Given the product [S:17]1[C:21]2[CH:22]=[CH:23][CH:24]=[CH:25][C:20]=2[CH:19]=[C:18]1[C@:26]([NH:30][C@@H:29]([CH2:31][CH:32]([CH3:34])[CH3:33])[CH2:28][OH:27])([C:35]([F:37])([F:38])[F:36])[C:9]#[C:8][CH2:7][O:6][Si:5]([C:1]([CH3:3])([CH3:4])[CH3:2])([CH3:10])[CH3:11], predict the reactants needed to synthesize it. The reactants are: [C:1]([Si:5]([CH3:11])([CH3:10])[O:6][CH2:7][C:8]#[CH:9])([CH3:4])([CH3:3])[CH3:2].[Li]CCCC.[S:17]1[C:21]2[CH:22]=[CH:23][CH:24]=[CH:25][C:20]=2[CH:19]=[C:18]1[C:26]1([C:35]([F:38])([F:37])[F:36])[NH:30][C@@H:29]([CH2:31][CH:32]([CH3:34])[CH3:33])[CH2:28][O:27]1.[NH4+].[Cl-].